Dataset: Catalyst prediction with 721,799 reactions and 888 catalyst types from USPTO. Task: Predict which catalyst facilitates the given reaction. Reactant: [O:1]1CCO[CH:2]1[C:6]1[CH:11]=[CH:10][C:9]([C:12]2[C:21]([C:22]3[CH:27]=[CH:26][CH:25]=[CH:24][CH:23]=3)=[CH:20][C:19]3[C:14](=[CH:15][CH:16]=[N:17][C:18]=3[O:28][CH3:29])[N:13]=2)=[CH:8][CH:7]=1.Cl.C(OCC)(=O)C.C([O-])([O-])=O.[Na+].[Na+]. Product: [CH3:29][O:28][C:18]1[N:17]=[CH:16][CH:15]=[C:14]2[C:19]=1[CH:20]=[C:21]([C:22]1[CH:27]=[CH:26][CH:25]=[CH:24][CH:23]=1)[C:12]([C:9]1[CH:10]=[CH:11][C:6]([CH:2]=[O:1])=[CH:7][CH:8]=1)=[N:13]2. The catalyst class is: 1.